This data is from KCNQ2 potassium channel screen with 302,405 compounds. The task is: Binary Classification. Given a drug SMILES string, predict its activity (active/inactive) in a high-throughput screening assay against a specified biological target. (1) The result is 0 (inactive). The compound is Clc1c(C(=O)Nc2cc(/C=C\c3[nH]c4c(cccc4)c(=O)n3)ccc2)cccc1. (2) The molecule is Brc1cc2n(c(=O)n(c2cc1NC(=O)C(c1ccccc1)C)CC)CC. The result is 1 (active). (3) The compound is Clc1ccc(CNc2nn3c(nnc3cc2)CCC(=O)NC2CCCCC2)cc1. The result is 0 (inactive). (4) The compound is O1c2c(OC1)ccc(CNC(=O)COC(=O)c1c(OCC)nccc1)c2. The result is 0 (inactive).